This data is from Catalyst prediction with 721,799 reactions and 888 catalyst types from USPTO. The task is: Predict which catalyst facilitates the given reaction. (1) Reactant: [F:1][C:2]1[CH:30]=[CH:29][C:5]([CH2:6][N:7]([CH2:16][C:17]2[CH:22]=[CH:21][C:20]([C:23]3[CH:24]=[N:25][CH:26]=[CH:27][CH:28]=3)=[CH:19][CH:18]=2)[C:8]2[S:9][C:10](C(O)=O)=[CH:11][N:12]=2)=[CH:4][CH:3]=1.C(Cl)(=O)C(Cl)=O.C[N:38](C)[CH:39]=[O:40].C[Si](N=[N+]=[N-])(C)C. Product: [F:1][C:2]1[CH:30]=[CH:29][C:5]([CH2:6][N:7]([CH2:16][C:17]2[CH:18]=[CH:19][C:20]([C:23]3[CH:24]=[N:25][CH:26]=[CH:27][CH:28]=3)=[CH:21][CH:22]=2)[C:8]2[S:9][C:10]([N:38]=[C:39]=[O:40])=[CH:11][N:12]=2)=[CH:4][CH:3]=1. The catalyst class is: 4. (2) Reactant: [H-].[Na+].[C:3]([C:5]1[C:10]([C:11]2[NH:15][CH:14]=[C:13]([CH2:16][N:17]([CH3:25])[C:18](=[O:24])[O:19][C:20]([CH3:23])([CH3:22])[CH3:21])[C:12]=2[F:26])=[CH:9][CH:8]=[CH:7][N:6]=1)#[N:4].C1OCCOCCOCCOCCOC1.[CH3:42][O:43][C:44]1[CH:45]=[C:46]([S:50](Cl)(=[O:52])=[O:51])[CH:47]=[CH:48][CH:49]=1. The catalyst class is: 30. Product: [C:3]([C:5]1[C:10]([C:11]2[N:15]([S:50]([C:46]3[CH:47]=[CH:48][CH:49]=[C:44]([O:43][CH3:42])[CH:45]=3)(=[O:52])=[O:51])[CH:14]=[C:13]([CH2:16][N:17]([CH3:25])[C:18](=[O:24])[O:19][C:20]([CH3:22])([CH3:23])[CH3:21])[C:12]=2[F:26])=[CH:9][CH:8]=[CH:7][N:6]=1)#[N:4]. (3) Reactant: F[C:2]1[CH:10]=[C:9]([F:11])[CH:8]=[CH:7][C:3]=1[C:4]([OH:6])=[O:5].[OH-:12].[Na+].Cl. Product: [OH:12][C:2]1[CH:10]=[C:9]([F:11])[CH:8]=[CH:7][C:3]=1[C:4]([OH:6])=[O:5]. The catalyst class is: 37. (4) Reactant: [CH3:1][O:2][C:3](=[O:21])/[C:4](/[CH2:13][C:14]1[CH:19]=[CH:18][C:17]([OH:20])=[CH:16][CH:15]=1)=[C:5](/[CH:10]([CH3:12])[CH3:11])\[C:6]([O:8][CH3:9])=[O:7].[C:22]([O:26][C:27]([NH:29][CH2:30][CH2:31]O)=[O:28])([CH3:25])([CH3:24])[CH3:23].C(P(CCCC)CCCC)CCC.N(C(N1CCCCC1)=O)=NC(N1CCCCC1)=O. Product: [C:22]([O:26][C:27]([NH:29][CH2:30][CH2:31][O:20][C:17]1[CH:16]=[CH:15][C:14]([CH2:13]/[C:4](=[C:5](\[CH:10]([CH3:11])[CH3:12])/[C:6]([O:8][CH3:9])=[O:7])/[C:3]([O:2][CH3:1])=[O:21])=[CH:19][CH:18]=1)=[O:28])([CH3:25])([CH3:24])[CH3:23]. The catalyst class is: 48. (5) The catalyst class is: 743. Product: [CH2:15]1[CH2:16][O:17][C:7]([C:9]2[CH:14]=[CH:13][CH:12]=[CH:11][CH:10]=2)([CH2:6][CH2:5][CH2:4][N:1]=[N+:2]=[N-:3])[O:8]1. Reactant: [N:1]([CH2:4][CH2:5][CH2:6][C:7]([C:9]1[CH:14]=[CH:13][CH:12]=[CH:11][CH:10]=1)=[O:8])=[N+:2]=[N-:3].[CH2:15](O)[CH2:16][OH:17].O.